Predict the product of the given reaction. From a dataset of Forward reaction prediction with 1.9M reactions from USPTO patents (1976-2016). (1) Given the reactants [CH3:1][O:2][C:3](=[O:15])[C:4]1[CH:9]=[C:8]([S:10]([CH3:13])(=[O:12])=[O:11])[CH:7]=[CH:6][C:5]=1I.[C:16]1([Sn](CCCC)(CCCC)CCCC)[CH:21]=[CH:20][CH:19]=[CH:18][CH:17]=1.C1([As](C2C=CC=CC=2)C2C=CC=CC=2)C=CC=CC=1, predict the reaction product. The product is: [CH3:1][O:2][C:3]([C:4]1[C:5]([C:16]2[CH:21]=[CH:20][CH:19]=[CH:18][CH:17]=2)=[CH:6][CH:7]=[C:8]([S:10]([CH3:13])(=[O:12])=[O:11])[CH:9]=1)=[O:15]. (2) Given the reactants [CH3:1][N:2]1[C:6]([C:7]([OH:9])=[O:8])=[CH:5][CH:4]=[N:3]1.[CH3:10][Si](C=[N+]=[N-])(C)C, predict the reaction product. The product is: [CH3:10][O:8][C:7]([C:6]1[N:2]([CH3:1])[N:3]=[CH:4][CH:5]=1)=[O:9]. (3) The product is: [CH3:1][O:2][C:3]1[CH:17]=[C:16]([CH:15]=[C:5]([C:6]([N:8]2[CH2:9][CH2:10][N:11]([CH3:14])[CH2:12][CH2:13]2)=[O:7])[CH:4]=1)[NH2:18]. Given the reactants [CH3:1][O:2][C:3]1[CH:4]=[C:5]([CH:15]=[C:16]([N+:18]([O-])=O)[CH:17]=1)[C:6]([N:8]1[CH2:13][CH2:12][N:11]([CH3:14])[CH2:10][CH2:9]1)=[O:7], predict the reaction product. (4) The product is: [N+:1]([C:4]1[CH:17]=[CH:16][C:7]([O:8][C:9]2[CH:15]=[CH:14][C:12]3[N:13]=[C:18]([NH2:19])[S:20][C:11]=3[CH:10]=2)=[CH:6][CH:5]=1)([O-:3])=[O:2]. Given the reactants [N+:1]([C:4]1[CH:17]=[CH:16][C:7]([O:8][C:9]2[CH:15]=[CH:14][C:12]([NH2:13])=[CH:11][CH:10]=2)=[CH:6][CH:5]=1)([O-:3])=[O:2].[C:18]([S-:20])#[N:19].[K+].BrBr.[NH4+].[OH-], predict the reaction product.